This data is from hERG Central: cardiac toxicity at 1µM, 10µM, and general inhibition. The task is: Predict hERG channel inhibition at various concentrations. (1) The drug is O=C(Nc1ccc([N+](=O)[O-])cc1)C1(c2ccccc2)CCOCC1. Results: hERG_inhib (hERG inhibition (general)): blocker. (2) The drug is CCOC(=O)C1(Cc2cccc(OC)c2)CCN(Cc2ccc(OC)c(OC)c2)CC1. Results: hERG_inhib (hERG inhibition (general)): blocker. (3) The drug is Cc1nc(C)c(-c2ccc(SCc3cccc(F)c3)nn2)s1. Results: hERG_inhib (hERG inhibition (general)): blocker. (4) The compound is O=C(CN1CCN(C(=O)C2COc3ccccc3O2)CC1)Nc1ccc(F)cc1. Results: hERG_inhib (hERG inhibition (general)): blocker. (5) The drug is Cc1ccc(C(C)C)c(OCC(O)CNC2CCCC2)c1.Cl. Results: hERG_inhib (hERG inhibition (general)): blocker. (6) Results: hERG_inhib (hERG inhibition (general)): blocker. The drug is CN1CCN(C(=O)/C(=C/c2ccc(F)cc2)NC(=O)c2ccccc2)CC1. (7) Results: hERG_inhib (hERG inhibition (general)): blocker. The molecule is COc1ccc(Cl)cc1C(=O)C1CCCN(Cc2cnc(N3CCOCC3)s2)C1. (8) The drug is COc1cccc(-c2nc(CS(=O)(=O)CC(=O)NCCCN3CCc4ccccc4C3)c(C)o2)c1. Results: hERG_inhib (hERG inhibition (general)): blocker.